Predict the reactants needed to synthesize the given product. From a dataset of Full USPTO retrosynthesis dataset with 1.9M reactions from patents (1976-2016). (1) The reactants are: [OH:1][C:2]1[CH:3]=[C:4]([CH3:13])[C:5]2[NH:10][C:9](=[O:11])[CH2:8][O:7][C:6]=2[CH:12]=1.C(=O)([O-])[O-].[K+].[K+].[Cl:20][C:21]1[CH:26]=[C:25](Cl)[N:24]=[CH:23][N:22]=1.O. Given the product [Cl:20][C:21]1[N:22]=[CH:23][N:24]=[C:25]([O:1][C:2]2[CH:3]=[C:4]([CH3:13])[C:5]3[NH:10][C:9](=[O:11])[CH2:8][O:7][C:6]=3[CH:12]=2)[CH:26]=1, predict the reactants needed to synthesize it. (2) Given the product [Cl:1][C:2]1[CH:7]=[CH:6][C:5]([S:8]([N:11]([CH2:22][C:23]2[CH:28]=[CH:27][C:26]([S:29][C:30]([F:33])([F:31])[F:32])=[CH:25][CH:24]=2)[C@@H:12]2[CH2:17][CH2:16][CH2:15][CH2:14][C@@H:13]2[C:18]([NH2:20])=[O:19])(=[O:9])=[O:10])=[CH:4][CH:3]=1, predict the reactants needed to synthesize it. The reactants are: [Cl:1][C:2]1[CH:7]=[CH:6][C:5]([S:8]([NH:11][C@@H:12]2[CH2:17][CH2:16][CH2:15][CH2:14][C@@H:13]2[C:18]([NH2:20])=[O:19])(=[O:10])=[O:9])=[CH:4][CH:3]=1.Br[CH2:22][C:23]1[CH:28]=[CH:27][C:26]([S:29][C:30]([F:33])([F:32])[F:31])=[CH:25][CH:24]=1. (3) The reactants are: C[O:2][C:3](=[O:30])[C:4]([CH3:29])([NH:6][C:7]([C:9]1[CH:18]=[CH:17][C:16]2[C:11](=[CH:12][CH:13]=[CH:14][CH:15]=2)[C:10]=1[C:19]#[C:20][CH2:21][CH2:22][C:23]1[CH:28]=[CH:27][CH:26]=[CH:25][CH:24]=1)=[O:8])[CH3:5].[OH-].[Na+]. Given the product [CH3:29][C:4]([NH:6][C:7]([C:9]1[CH:18]=[CH:17][C:16]2[C:11](=[CH:12][CH:13]=[CH:14][CH:15]=2)[C:10]=1[C:19]#[C:20][CH2:21][CH2:22][C:23]1[CH:24]=[CH:25][CH:26]=[CH:27][CH:28]=1)=[O:8])([CH3:5])[C:3]([OH:30])=[O:2], predict the reactants needed to synthesize it. (4) Given the product [N:25]1([CH2:2][CH2:3][CH2:4][CH2:5][O:6][C:7]2[CH:24]=[CH:23][C:10]3[C:11]([C:16]4[CH:21]=[CH:20][C:19]([Cl:22])=[CH:18][CH:17]=4)=[N:12][S:13](=[O:15])(=[O:14])[C:9]=3[CH:8]=2)[CH2:28][CH2:27][CH2:26]1, predict the reactants needed to synthesize it. The reactants are: Br[CH2:2][CH2:3][CH2:4][CH2:5][O:6][C:7]1[CH:24]=[CH:23][C:10]2[C:11]([C:16]3[CH:21]=[CH:20][C:19]([Cl:22])=[CH:18][CH:17]=3)=[N:12][S:13](=[O:15])(=[O:14])[C:9]=2[CH:8]=1.[NH:25]1[CH2:28][CH2:27][CH2:26]1. (5) The reactants are: C([C:3]1[CH:12]=[C:11]2[C:6]([C:7](=[O:13])CC[O:10]2)=[CH:5][CH:4]=1)=C.C[N+]1([O-])[CH2:20][CH2:19][O:18][CH2:17][CH2:16]1.[OH2:22]. Given the product [OH:22][CH:12]([C:3]1[CH:20]=[C:19]2[C:6]([C:7](=[O:13])[CH2:16][CH2:17][O:18]2)=[CH:5][CH:4]=1)[CH2:11][OH:10], predict the reactants needed to synthesize it. (6) Given the product [F:1][C:2]1[CH:7]=[CH:6][C:5]([S:8]([N:14]([CH3:15])[CH3:13])(=[O:10])=[O:9])=[CH:4][CH:3]=1, predict the reactants needed to synthesize it. The reactants are: [F:1][C:2]1[CH:7]=[CH:6][C:5]([S:8](Cl)(=[O:10])=[O:9])=[CH:4][CH:3]=1.Cl.[CH3:13][NH:14][CH3:15]. (7) The reactants are: [NH2:1][C@H:2]1[C@@H:7]([NH:8][C:9]([C:11]2[NH:12][C:13]([CH2:17][CH3:18])=[C:14]([Cl:16])[N:15]=2)=[O:10])[CH2:6][CH2:5][N:4]([C:19]2[S:20][C:21]3[C:27]([C:28]([O:30][CH2:31][CH3:32])=[O:29])=[CH:26][CH:25]=[CH:24][C:22]=3[N:23]=2)[CH2:3]1.[C:33]1(=O)[CH2:36][CH2:35][CH2:34]1.C(O[BH-](OC(=O)C)OC(=O)C)(=O)C.[Na+]. Given the product [Cl:16][C:14]1[N:15]=[C:11]([C:9]([NH:8][C@H:7]2[CH2:6][CH2:5][N:4]([C:19]3[S:20][C:21]4[C:27]([C:28]([O:30][CH2:31][CH3:32])=[O:29])=[CH:26][CH:25]=[CH:24][C:22]=4[N:23]=3)[CH2:3][C@H:2]2[NH:1][CH:33]2[CH2:36][CH2:35][CH2:34]2)=[O:10])[NH:12][C:13]=1[CH2:17][CH3:18], predict the reactants needed to synthesize it. (8) The reactants are: [CH3:1][O:2][C:3](=[O:30])[CH2:4][C:5]1[CH:10]=[CH:9][C:8]([C:11]#[C:12][C:13]2[CH:18]=[C:17]([C:19]([CH3:22])([CH3:21])[CH3:20])[C:16]([O:23][CH:24]([CH3:26])[CH3:25])=[C:15]([CH2:27]Br)[C:14]=2[CH3:29])=[CH:7][CH:6]=1.[CH3:31][Si:32]([C:35]#[CH:36])([CH3:34])[CH3:33].C(OCC)(=O)C. Given the product [CH3:1][O:2][C:3](=[O:30])[CH2:4][C:5]1[CH:10]=[CH:9][C:8]([C:11]#[C:12][C:13]2[CH:18]=[C:17]([C:19]([CH3:22])([CH3:21])[CH3:20])[C:16]([O:23][CH:24]([CH3:26])[CH3:25])=[C:15]([CH2:27][C:36]#[C:35][Si:32]([CH3:34])([CH3:33])[CH3:31])[C:14]=2[CH3:29])=[CH:7][CH:6]=1, predict the reactants needed to synthesize it. (9) The reactants are: B(F)(F)F.CCOCC.[BH4-].[Na+].[CH3:12][O:13][C:14]([C:16]1[CH:21]=[CH:20][C:19]([C:22]2[O:23][C:24]([CH3:32])=[C:25]([CH2:27][CH2:28][C:29](O)=[O:30])[N:26]=2)=[CH:18][CH:17]=1)=[O:15]. Given the product [OH:30][CH2:29][CH2:28][CH2:27][C:25]1[N:26]=[C:22]([C:19]2[CH:18]=[CH:17][C:16]([C:14]([O:13][CH3:12])=[O:15])=[CH:21][CH:20]=2)[O:23][C:24]=1[CH3:32], predict the reactants needed to synthesize it.